Dataset: Full USPTO retrosynthesis dataset with 1.9M reactions from patents (1976-2016). Task: Predict the reactants needed to synthesize the given product. Given the product [C:16]([O:20][C:21]([NH:23][CH:24]1[CH2:29][CH2:28][CH2:27][N:26]([S:12]([C:10]2[C:11]3[C:2]([Cl:1])=[CH:3][N:4]=[CH:5][C:6]=3[CH:7]=[CH:8][CH:9]=2)(=[O:14])=[O:13])[CH2:25]1)=[O:22])([CH3:19])([CH3:17])[CH3:18].[NH2:23][CH:24]1[CH2:29][CH2:28][CH2:27][N:26]([S:12]([C:10]2[C:11]3[C:2]([Cl:1])=[CH:3][N:4]=[CH:5][C:6]=3[CH:7]=[CH:8][CH:9]=2)(=[O:14])=[O:13])[CH2:25]1.[ClH:1], predict the reactants needed to synthesize it. The reactants are: [Cl:1][C:2]1[C:11]2[C:10]([S:12](Cl)(=[O:14])=[O:13])=[CH:9][CH:8]=[CH:7][C:6]=2[CH:5]=[N:4][CH:3]=1.[C:16]([O:20][C:21]([NH:23][CH:24]1[CH2:29][CH2:28][CH2:27][NH:26][CH2:25]1)=[O:22])([CH3:19])([CH3:18])[CH3:17].